Dataset: Reaction yield outcomes from USPTO patents with 853,638 reactions. Task: Predict the reaction yield, written as a fraction of the theoretical maximum amount of product (1.0 means a 100% yield; for example, 0.34 means a 34% yield). (1) The reactants are [Br:1][C:2]1[CH:3]=[N:4][C:5]([C:8]2[CH:13]=[CH:12][C:11]([CH2:14][C@H:15]([NH:23][C:24]([C:26]3[S:27][C:28]([CH2:31][CH3:32])=[CH:29][CH:30]=3)=[O:25])[C:16]([O:18]C(C)(C)C)=[O:17])=[CH:10][CH:9]=2)=[N:6][CH:7]=1.C(O)(C(F)(F)F)=O. The catalyst is C(Cl)Cl. The product is [Br:1][C:2]1[CH:7]=[N:6][C:5]([C:8]2[CH:9]=[CH:10][C:11]([CH2:14][C@H:15]([NH:23][C:24]([C:26]3[S:27][C:28]([CH2:31][CH3:32])=[CH:29][CH:30]=3)=[O:25])[C:16]([OH:18])=[O:17])=[CH:12][CH:13]=2)=[N:4][CH:3]=1. The yield is 0.680. (2) The reactants are C[O:2][C:3](=[O:15])[CH2:4][C:5]1[CH:10]=[CH:9][C:8]([O:11][CH3:12])=[CH:7][C:6]=1[C:13]#[N:14].O. The catalyst is C1COCC1. The product is [C:13]([C:6]1[CH:7]=[C:8]([O:11][CH3:12])[CH:9]=[CH:10][C:5]=1[CH2:4][C:3]([OH:15])=[O:2])#[N:14]. The yield is 0.770. (3) The reactants are [Br:1][C:2]1[CH:3]=[CH:4][C:5]([NH:8][NH2:9])=[N:6][CH:7]=1.[C:10]([Cl:15])(=O)[CH:11]([CH3:13])[CH3:12]. The catalyst is CCCCCC. The product is [ClH:15].[Br:1][C:2]1[CH:3]=[CH:4][C:5]2[N:6]([C:10]([CH:11]([CH3:13])[CH3:12])=[N:9][N:8]=2)[CH:7]=1. The yield is 0.923. (4) The reactants are [CH3:1][C:2]1[CH:3]=[C:4]([C:9]2[CH:10]=[N:11][C:12]([NH:15][C:16]([C:18]3[CH:23]=[C:22]([N:24]4[CH2:29][CH2:28][CH2:27][CH2:26][CH2:25]4)[CH:21]=[CH:20][C:19]=3[NH:30][C:31]([C:33]3[CH:34]=[C:35]([CH:47]=[CH:48][CH:49]=3)[CH2:36][S:37][CH2:38][CH2:39][C:40]([O:42]C(C)(C)C)=[O:41])=[O:32])=[O:17])=[N:13][CH:14]=2)[CH:5]=[CH:6][C:7]=1[CH3:8].FC(F)(F)C(O)=O. The catalyst is ClCCl. The product is [CH3:1][C:2]1[CH:3]=[C:4]([C:9]2[CH:10]=[N:11][C:12]([NH:15][C:16]([C:18]3[CH:23]=[C:22]([N:24]4[CH2:25][CH2:26][CH2:27][CH2:28][CH2:29]4)[CH:21]=[CH:20][C:19]=3[NH:30][C:31]([C:33]3[CH:34]=[C:35]([CH:47]=[CH:48][CH:49]=3)[CH2:36][S:37][CH2:38][CH2:39][C:40]([OH:42])=[O:41])=[O:32])=[O:17])=[N:13][CH:14]=2)[CH:5]=[CH:6][C:7]=1[CH3:8]. The yield is 0.0800. (5) The yield is 0.140. The product is [C:19]([C:16]1[C:15]([CH3:23])=[C:14]([NH:13][C:5]([NH:33][C:34]2[CH:46]=[CH:45][C:44]3[C:43]4[C:38](=[CH:39][CH:40]=[CH:41][CH:42]=4)[CH2:37][C:36]=3[CH:35]=2)=[O:11])[O:18][N:17]=1)([CH3:20])([CH3:22])[CH3:21]. The catalyst is ClCCCl. The reactants are ClC(Cl)(O[C:5](=[O:11])OC(Cl)(Cl)Cl)Cl.[NH2:13][C:14]1[O:18][N:17]=[C:16]([C:19]([CH3:22])([CH3:21])[CH3:20])[C:15]=1[CH3:23].C(N(C(C)C)CC)(C)C.[NH2:33][C:34]1[CH:46]=[CH:45][C:44]2[C:43]3[C:38](=[CH:39][CH:40]=[CH:41][CH:42]=3)[CH2:37][C:36]=2[CH:35]=1. (6) The reactants are [CH2:1]([O:8][CH:9]1[CH2:12][CH:11](C(O)=O)[CH2:10]1)[C:2]1[CH:7]=[CH:6][CH:5]=[CH:4][CH:3]=1.C1C=CC(P(N=[N+]=[N-])(C2C=CC=CC=2)=[O:23])=CC=1.C([N:36]([CH:39](C)C)CC)(C)C.[CH3:42][C:43]([CH3:46])([O-:45])[CH3:44].[K+]. The catalyst is C1(C)C=CC=CC=1.C1COCC1.O.CCOC(C)=O. The product is [CH2:1]([O:8][CH:9]1[CH2:10][CH:11]([NH:36][C:39](=[O:23])[O:45][C:43]([CH3:46])([CH3:44])[CH3:42])[CH2:12]1)[C:2]1[CH:3]=[CH:4][CH:5]=[CH:6][CH:7]=1. The yield is 0.750.